This data is from Full USPTO retrosynthesis dataset with 1.9M reactions from patents (1976-2016). The task is: Predict the reactants needed to synthesize the given product. The reactants are: Br[C:2]1[CH:31]=[CH:30][C:5]([C:6]([N:8]([CH2:22][CH2:23][CH2:24][CH:25]2[CH2:29][CH2:28][CH2:27][CH2:26]2)[C:9]2[CH:10]=[CH:11][C:12]3[C:17](=[O:18])[O:16][C:15]([CH3:20])([CH3:19])[O:14][C:13]=3[CH:21]=2)=[O:7])=[CH:4][CH:3]=1.[F:32][C:33]1[CH:38]=[CH:37][C:36]([C:39]#[CH:40])=[CH:35][CH:34]=1.C1(P(C2C=CC=CC=2)C2C=CC=CC=2)C=CC=CC=1. Given the product [CH:25]1([CH2:24][CH2:23][CH2:22][N:8]([C:9]2[CH:10]=[CH:11][C:12]3[C:17](=[O:18])[O:16][C:15]([CH3:20])([CH3:19])[O:14][C:13]=3[CH:21]=2)[C:6](=[O:7])[C:5]2[CH:4]=[CH:3][C:2]([C:40]#[C:39][C:36]3[CH:37]=[CH:38][C:33]([F:32])=[CH:34][CH:35]=3)=[CH:31][CH:30]=2)[CH2:26][CH2:27][CH2:28][CH2:29]1, predict the reactants needed to synthesize it.